This data is from Peptide-MHC class II binding affinity with 134,281 pairs from IEDB. The task is: Regression. Given a peptide amino acid sequence and an MHC pseudo amino acid sequence, predict their binding affinity value. This is MHC class II binding data. (1) The peptide sequence is RDKEAGVALRATFIVDPDNT. The MHC is DRB1_1501 with pseudo-sequence DRB1_1501. The binding affinity (normalized) is 0.367. (2) The peptide sequence is ATISATPESATPFPH. The MHC is HLA-DQA10101-DQB10501 with pseudo-sequence HLA-DQA10101-DQB10501. The binding affinity (normalized) is 0.